Predict the product of the given reaction. From a dataset of Forward reaction prediction with 1.9M reactions from USPTO patents (1976-2016). (1) Given the reactants C(OC([N:8]([C:13]1[CH:51]=[CH:50][C:16]([C:17]([O:19][CH2:20][C:21]([O:23][C@H:24]([C:35]2[CH:40]=[CH:39][C:38]([O:41][CH:42]([F:44])[F:43])=[C:37]([O:45][CH2:46][CH:47]3[CH2:49][CH2:48]3)[CH:36]=2)[CH2:25][C:26]2[C:31]([Cl:32])=[CH:30][N+:29]([O-:33])=[CH:28][C:27]=2[Cl:34])=[O:22])=[O:18])=[CH:15][C:14]=1[O:52][CH2:53][CH:54]1[CH2:56][CH2:55]1)[S:9]([CH3:12])(=[O:11])=[O:10])=O)(C)(C)C.O1CCOCC1, predict the reaction product. The product is: [Cl:34][C:27]1[CH:28]=[N+:29]([O-:33])[CH:30]=[C:31]([Cl:32])[C:26]=1[CH2:25][C@@H:24]([C:35]1[CH:40]=[CH:39][C:38]([O:41][CH:42]([F:43])[F:44])=[C:37]([O:45][CH2:46][CH:47]2[CH2:49][CH2:48]2)[CH:36]=1)[O:23][C:21](=[O:22])[CH2:20][O:19][C:17](=[O:18])[C:16]1[CH:50]=[CH:51][C:13]([NH:8][S:9]([CH3:12])(=[O:11])=[O:10])=[C:14]([O:52][CH2:53][CH:54]2[CH2:55][CH2:56]2)[CH:15]=1. (2) The product is: [CH2:44]([NH:51][C@@H:10]1[CH2:11][CH2:12][C@@H:13]2[N:8]([CH2:1][C:2]3[CH:7]=[CH:6][CH:5]=[CH:4][CH:3]=3)[C@@:9]1([C:26]1[CH:31]=[CH:30][CH:29]=[CH:28][CH:27]=1)[CH2:15][C@H:14]2[S:16]([C:19]1[CH:20]=[CH:21][CH:22]=[CH:23][CH:24]=1)(=[O:18])=[O:17])[C:45]1[CH:50]=[CH:49][CH:48]=[CH:47][CH:46]=1. Given the reactants [CH2:1]([N:8]1[C@@H:13]2[C@H:14]([S:16]([C:19]3[CH:24]=[CH:23][CH:22]=[CH:21][CH:20]=3)(=[O:18])=[O:17])[CH2:15][C@@:9]1([C:26]1[CH:31]=[CH:30][CH:29]=[CH:28][CH:27]=1)[C:10](=O)[CH2:11][CH2:12]2)[C:2]1[CH:7]=[CH:6][CH:5]=[CH:4][CH:3]=1.O.C1(C)C=CC(S(O)(=O)=O)=CC=1.[CH2:44]([NH2:51])[C:45]1[CH:50]=[CH:49][CH:48]=[CH:47][CH:46]=1.C([BH3-])#N.[Na+], predict the reaction product. (3) Given the reactants [C:1]([O:5][C:6](=[O:16])[NH:7][O:8][CH2:9][C:10]1[CH:15]=[CH:14][CH:13]=[CH:12][CH:11]=1)([CH3:4])([CH3:3])[CH3:2].Br[CH2:18][C:19]([OH:21])=[O:20].[H-].[Na+], predict the reaction product. The product is: [C:1]([O:5][C:6]([N:7]([CH2:18][C:19]([OH:21])=[O:20])[O:8][CH2:9][C:10]1[CH:15]=[CH:14][CH:13]=[CH:12][CH:11]=1)=[O:16])([CH3:4])([CH3:2])[CH3:3]. (4) The product is: [NH2:16][C:14]1[S:15][CH:2]=[C:3]([C:5]2[CH:10]=[C:9]([Cl:11])[CH:8]=[CH:7][C:6]=2[OH:12])[N:13]=1. Given the reactants Br[CH2:2][C:3]([C:5]1[CH:10]=[C:9]([Cl:11])[CH:8]=[CH:7][C:6]=1[OH:12])=O.[NH2:13][C:14]([NH2:16])=[S:15].C(=O)([O-])O.[Na+], predict the reaction product. (5) Given the reactants OC(CC/C=C(/CCC=C(C)C)\C)(C=C)C.FC1C=CC(O)=C2C=1C=CC=N2.CS(C)=O.[CH3:33][C:34]([CH3:48])=[CH:35][CH2:36][CH2:37]/[C:38](/[CH3:47])=[CH:39]/[CH2:40][CH2:41]/[C:42](/[CH3:46])=[CH:43]/[CH:44]=[O:45].[CH3:49][C:50]([CH3:64])=[CH:51][CH2:52][CH2:53]/[C:54](/[CH3:63])=[CH:55]/[CH2:56][CH2:57]/[C:58](/[CH3:62])=[CH:59]\[CH:60]=[O:61], predict the reaction product. The product is: [CH3:33][C:34]([CH3:48])=[CH:35][CH2:36][CH2:37]/[C:38](/[CH3:47])=[CH:39]/[CH2:40][CH2:41]/[C:42](/[CH3:46])=[CH:43]/[CH:44]=[O:45].[CH3:49][C:50]([CH3:64])=[CH:51][CH2:52][CH2:53]/[C:54](/[CH3:63])=[CH:55]/[CH2:56][CH2:57]/[C:58](/[CH3:62])=[CH:59]\[CH:60]=[O:61]. (6) The product is: [CH3:37][O:36][C:21]1[CH:22]=[C:23]([CH:34]=[CH:35][C:20]=1[NH:19][C:2]1[N:12]=[C:11]2[C:5](=[CH:4][N:3]=1)[N:6]([CH3:18])[C:7](=[O:17])[CH2:8][CH2:9][N:10]2[CH2:13][CH:14]([CH3:16])[CH3:15])[C:24]([NH:26][CH:27]1[CH2:32][CH2:31][N:30]([CH3:33])[CH2:29][CH2:28]1)=[O:25]. Given the reactants Cl[C:2]1[N:12]=[C:11]2[C:5]([N:6]([CH3:18])[C:7](=[O:17])[CH2:8][CH2:9][N:10]2[CH2:13][CH:14]([CH3:16])[CH3:15])=[CH:4][N:3]=1.[NH2:19][C:20]1[CH:35]=[CH:34][C:23]([C:24]([NH:26][CH:27]2[CH2:32][CH2:31][N:30]([CH3:33])[CH2:29][CH2:28]2)=[O:25])=[CH:22][C:21]=1[O:36][CH3:37].C1(C)C=CC(S(O)(=O)=O)=CC=1, predict the reaction product.